Dataset: Catalyst prediction with 721,799 reactions and 888 catalyst types from USPTO. Task: Predict which catalyst facilitates the given reaction. Reactant: [Cl:1][C:2]1[CH:7]=[CH:6][C:5]([NH:8][C:9](=[O:23])[C:10]2[CH:15]=[CH:14][C:13]([N:16]3[CH2:21][CH2:20][NH:19][CH2:18][C:17]3=[O:22])=[CH:12][CH:11]=2)=[CH:4][C:3]=1[C:24]1[CH:29]=[CH:28][CH:27]=[CH:26][N:25]=1.C=O.[C:32](O[BH-](OC(=O)C)OC(=O)C)(=O)C.[Na+].CC(O)=O. Product: [Cl:1][C:2]1[CH:7]=[CH:6][C:5]([NH:8][C:9](=[O:23])[C:10]2[CH:15]=[CH:14][C:13]([N:16]3[CH2:21][CH2:20][N:19]([CH3:32])[CH2:18][C:17]3=[O:22])=[CH:12][CH:11]=2)=[CH:4][C:3]=1[C:24]1[CH:29]=[CH:28][CH:27]=[CH:26][N:25]=1. The catalyst class is: 3.